This data is from Catalyst prediction with 721,799 reactions and 888 catalyst types from USPTO. The task is: Predict which catalyst facilitates the given reaction. (1) The catalyst class is: 1. Product: [Br:24][C:19]1[C:18]2[C:13](=[CH:14][CH:15]=[C:16]([O:21][CH3:22])[CH:17]=2)[C:12](=[O:23])[N:11]([C:9]2[CH:8]=[CH:7][C:4]([CH:5]=[O:6])=[C:3]([O:2][CH3:1])[CH:10]=2)[CH:20]=1. Reactant: [CH3:1][O:2][C:3]1[CH:10]=[C:9]([N:11]2[CH:20]=[CH:19][C:18]3[C:13](=[CH:14][CH:15]=[C:16]([O:21][CH3:22])[CH:17]=3)[C:12]2=[O:23])[CH:8]=[CH:7][C:4]=1[CH:5]=[O:6].[Br:24]N1C(=O)CCC1=O. (2) Reactant: [C:1]([O:5][C:6](=[O:24])[CH2:7][CH2:8][C@H:9]([NH:13][C:14]([O:16][CH2:17][C:18]1[CH:23]=[CH:22][CH:21]=[CH:20][CH:19]=1)=[O:15])[C:10]([OH:12])=O)([CH3:4])([CH3:3])[CH3:2].[B-](F)(F)(F)F.CCOC(C(C#N)=NOC(N(C)C)=[N+](C)C)=O.[CH3:47][O:48][C:49]1[CH:50]=[C:51]([N:55]2[CH2:60][CH2:59][NH:58][CH2:57][CH2:56]2)[CH:52]=[CH:53][CH:54]=1. Product: [C:1]([O:5][C:6](=[O:24])[CH2:7][CH2:8][C@H:9]([NH:13][C:14]([O:16][CH2:17][C:18]1[CH:23]=[CH:22][CH:21]=[CH:20][CH:19]=1)=[O:15])[C:10]([N:58]1[CH2:57][CH2:56][N:55]([C:51]2[CH:52]=[CH:53][CH:54]=[C:49]([O:48][CH3:47])[CH:50]=2)[CH2:60][CH2:59]1)=[O:12])([CH3:2])([CH3:3])[CH3:4]. The catalyst class is: 3. (3) Product: [F:26][C:2]([F:25])([F:1])[C@H:3]([N:12]1[CH2:16][CH2:15][C@H:14]([NH:17][C:18](=[O:24])[O:19][C:20]([CH3:22])([CH3:23])[CH3:21])[CH2:13]1)[C:4]1[CH:5]=[N:6][C:7]([NH:10]/[N:11]=[CH:42]/[C:33]2[CH:32]=[CH:31][C:30]3[C:35](=[C:36]([O:38][CH:39]([CH3:41])[CH3:40])[CH:37]=[C:28]([F:27])[CH:29]=3)[N:34]=2)=[CH:8][CH:9]=1. The catalyst class is: 8. Reactant: [F:1][C:2]([F:26])([F:25])[C@H:3]([N:12]1[CH2:16][CH2:15][C@H:14]([NH:17][C:18](=[O:24])[O:19][C:20]([CH3:23])([CH3:22])[CH3:21])[CH2:13]1)[C:4]1[CH:5]=[N:6][C:7]([NH:10][NH2:11])=[CH:8][CH:9]=1.[F:27][C:28]1[CH:29]=[C:30]2[C:35](=[C:36]([O:38][CH:39]([CH3:41])[CH3:40])[CH:37]=1)[N:34]=[C:33]([CH:42]=O)[CH:32]=[CH:31]2.